From a dataset of Reaction yield outcomes from USPTO patents with 853,638 reactions. Predict the reaction yield, written as a fraction of the theoretical maximum amount of product (1.0 means a 100% yield; for example, 0.34 means a 34% yield). (1) The reactants are Br[C:2]1[CH:3]=[C:4]2[C:9](=[CH:10][CH:11]=1)[C:8]([CH:12]([F:14])[F:13])=[C:7]([O:15][C@H:16]1[CH2:21][CH2:20][C@@H:19]([CH3:22])[CH2:18][CH2:17]1)[CH:6]=[CH:5]2.[Li]CCCC.CN([CH:31]=[O:32])C. The catalyst is C1COCC1. The product is [F:13][CH:12]([F:14])[C:8]1[C:7]([O:15][C@H:16]2[CH2:21][CH2:20][C@@H:19]([CH3:22])[CH2:18][CH2:17]2)=[CH:6][CH:5]=[C:4]2[C:9]=1[CH:10]=[CH:11][C:2]([CH:31]=[O:32])=[CH:3]2. The yield is 0.850. (2) The yield is 0.732. The catalyst is C1COCC1. The product is [Cl:27][C:25]1[CH:24]=[CH:23][CH:22]=[C:21]2[C:26]=1[C:17]([O:1][C@H:2]1[CH2:6][CH2:5][N:4]([C:7]([O:9][C:10]([CH3:13])([CH3:12])[CH3:11])=[O:8])[CH2:3]1)=[N:18][C:19]([C:28]#[N:29])=[CH:20]2. The reactants are [OH:1][C@H:2]1[CH2:6][CH2:5][N:4]([C:7]([O:9][C:10]([CH3:13])([CH3:12])[CH3:11])=[O:8])[CH2:3]1.[H-].[Na+].Cl[C:17]1[C:26]2[C:21](=[CH:22][CH:23]=[CH:24][C:25]=2[Cl:27])[CH:20]=[C:19]([C:28]#[N:29])[N:18]=1. (3) The reactants are C([O:8][C:9]1[CH:17]=[C:16]([O:18]CC2C=CC=CC=2)[C:15]([CH:26]([CH3:28])[CH3:27])=[CH:14][C:10]=1[C:11](O)=O)C1C=CC=CC=1.C(Cl)(=O)C(Cl)=O.C[N:36]([CH:38]=[O:39])C.[CH3:40][O:41][C:42]1[CH:47]=[CH:46][C:45]([NH2:48])=[CH:44][C:43]=1[N:49]([CH3:53])[CH2:50][CH2:51][CH3:52].C([N:56](CC)CC)C. The catalyst is ClCCl.C1COCC1.O.C(OCC)(=O)C. The product is [OH:39][C:38]1[N:48]([C:45]2[CH:46]=[CH:47][C:42]([O:41][CH3:40])=[C:43]([N:49]([CH3:53])[CH2:50][CH2:51][CH3:52])[CH:44]=2)[C:11]([C:10]2[CH:14]=[C:15]([CH:26]([CH3:27])[CH3:28])[C:16]([OH:18])=[CH:17][C:9]=2[OH:8])=[N:56][N:36]=1. The yield is 0.930. (4) The reactants are [CH2:1]([C:3]1([OH:18])[C:13]2[C:8](=[C:9]([O:15]C)[N:10]=[C:11]([I:14])[CH:12]=2)[CH2:7][O:6][C:5](=[O:17])[CH2:4]1)[CH3:2].[I-].[Na+].Cl[Si](C)(C)C.O.[O-]S([O-])=O.[Na+].[Na+].[Cl-].[Na+].O. The product is [CH2:1]([C:3]1([OH:18])[C:13]2[CH:12]=[C:11]([I:14])[NH:10][C:9](=[O:15])[C:8]=2[CH2:7][O:6][C:5](=[O:17])[CH2:4]1)[CH3:2]. The catalyst is C(#N)C. The yield is 0.610. (5) The reactants are [C:1]1([CH:7]([CH2:11][CH3:12])[C:8](Cl)=[O:9])[CH:6]=[CH:5][CH:4]=[CH:3][CH:2]=1.[Al+3].[Cl-].[Cl-].[Cl-].O.[C:18]1([O:24][CH3:25])[CH:23]=[CH:22][CH:21]=[CH:20][CH:19]=1. No catalyst specified. The product is [CH3:25][O:24][C:18]1[CH:23]=[CH:22][C:21]([C:8](=[O:9])[CH:7]([C:1]2[CH:6]=[CH:5][CH:4]=[CH:3][CH:2]=2)[CH2:11][CH3:12])=[CH:20][CH:19]=1. The yield is 1.00. (6) The reactants are C(Cl)(=O)C(Cl)=O.CS(C)=O.ClCCl.[CH3:14][C:15]1[C:19]([CH:20]([OH:22])[CH3:21])=[C:18]([C:23]2[CH:28]=[CH:27][CH:26]=[CH:25][CH:24]=2)[O:17][N:16]=1. The catalyst is [Cl-].[Na+].O.C(OCC)(=O)C.C(N(CC)CC)C. The yield is 0.940. The product is [CH3:14][C:15]1[C:19]([C:20](=[O:22])[CH3:21])=[C:18]([C:23]2[CH:28]=[CH:27][CH:26]=[CH:25][CH:24]=2)[O:17][N:16]=1. (7) The reactants are Br[C:2]1[CH:6]=[CH:5][S:4][C:3]=1[C:7]([N:9]1[CH2:14][CH2:13][N:12]([CH2:15][C:16]2[CH:21]=[CH:20][CH:19]=[CH:18][CH:17]=2)[CH2:11][C@H:10]1[CH2:22][C:23]1[CH:28]=[CH:27][CH:26]=[CH:25][CH:24]=1)=[O:8].[O:29]([C:36]1[CH:41]=[CH:40][CH:39]=[CH:38][C:37]=1B(O)O)[C:30]1[CH:35]=[CH:34][CH:33]=[CH:32][CH:31]=1.C([O-])([O-])=O.[Na+].[Na+].CCO. The catalyst is C1C=CC([P]([Pd]([P](C2C=CC=CC=2)(C2C=CC=CC=2)C2C=CC=CC=2)([P](C2C=CC=CC=2)(C2C=CC=CC=2)C2C=CC=CC=2)[P](C2C=CC=CC=2)(C2C=CC=CC=2)C2C=CC=CC=2)(C2C=CC=CC=2)C2C=CC=CC=2)=CC=1.C1C=CC=CC=1. The product is [CH2:22]([C@@H:10]1[CH2:11][N:12]([CH2:15][C:16]2[CH:21]=[CH:20][CH:19]=[CH:18][CH:17]=2)[CH2:13][CH2:14][N:9]1[C:7]([C:3]1[S:4][CH:5]=[CH:6][C:2]=1[C:31]1[CH:32]=[CH:33][CH:34]=[CH:35][C:30]=1[O:29][C:36]1[CH:37]=[CH:38][CH:39]=[CH:40][CH:41]=1)=[O:8])[C:23]1[CH:28]=[CH:27][CH:26]=[CH:25][CH:24]=1. The yield is 0.950.